Dataset: Full USPTO retrosynthesis dataset with 1.9M reactions from patents (1976-2016). Task: Predict the reactants needed to synthesize the given product. The reactants are: C(OC(=O)[NH:7][C:8]1[S:9][C:10]2[CH:38]=[CH:37][CH:36]=[CH:35][C:11]=2[C:12]=1[C:13]([N:15]1[CH2:20][CH2:19][CH:18]([N:21]2[CH2:34][CH2:33][CH2:32][C:23]3([O:27][C:26](=[O:28])[N:25]([CH2:29][CH3:30])[C:24]3=[O:31])[CH2:22]2)[CH2:17][CH2:16]1)=[O:14])(C)(C)C.C(=O)([O-])O.[Na+]. Given the product [NH2:7][C:8]1[S:9][C:10]2[CH:38]=[CH:37][CH:36]=[CH:35][C:11]=2[C:12]=1[C:13]([N:15]1[CH2:16][CH2:17][CH:18]([N:21]2[CH2:34][CH2:33][CH2:32][C:23]3([O:27][C:26](=[O:28])[N:25]([CH2:29][CH3:30])[C:24]3=[O:31])[CH2:22]2)[CH2:19][CH2:20]1)=[O:14], predict the reactants needed to synthesize it.